Dataset: Catalyst prediction with 721,799 reactions and 888 catalyst types from USPTO. Task: Predict which catalyst facilitates the given reaction. (1) Reactant: [OH:1][CH2:2][CH2:3][C@@H:4]1[CH2:6][C@@H:5]1[CH:7]1[CH2:12][CH2:11][N:10]([C:13]([O:15][CH2:16][C:17]2[CH:22]=[CH:21][CH:20]=[CH:19][CH:18]=2)=[O:14])[CH2:9][CH2:8]1.[H-].[Na+].Cl[C:26]1[C:31]([CH3:32])=[CH:30][C:29]([N+:33]([O-:35])=[O:34])=[CH:28][N:27]=1. Product: [CH3:32][C:31]1[C:26]([O:1][CH2:2][CH2:3][C@@H:4]2[CH2:6][C@@H:5]2[CH:7]2[CH2:12][CH2:11][N:10]([C:13]([O:15][CH2:16][C:17]3[CH:18]=[CH:19][CH:20]=[CH:21][CH:22]=3)=[O:14])[CH2:9][CH2:8]2)=[N:27][CH:28]=[C:29]([N+:33]([O-:35])=[O:34])[CH:30]=1. The catalyst class is: 3. (2) Reactant: [Br:1][C:2]1[CH:3]=[C:4]([CH:10]=[CH:11][CH:12]=1)[CH:5]=[CH:6][C:7](O)=[O:8].Cl.[CH3:14][NH:15][O:16][CH3:17].C1C=CC2N(O)N=NC=2C=1.CCN=C=NCCCN(C)C.C(N(CC)CC)C. Product: [Br:1][C:2]1[CH:3]=[C:4]([CH:5]=[CH:6][C:7]([N:15]([O:16][CH3:17])[CH3:14])=[O:8])[CH:10]=[CH:11][CH:12]=1. The catalyst class is: 4. (3) Reactant: FC(F)(F)C(O)=O.S(=O)(=O)(O)O.[C:13]([O:17][C:18]([NH:20][C@@H:21]1[CH2:26][CH2:25][CH2:24][N:23]([C:27]2[N:28]([CH2:54][C:55]3[CH:60]=[CH:59][CH:58]=[CH:57][C:56]=3[Cl:61])[C:29]3[C:34](=[O:35])[N:33]([CH3:36])[C:32]4=[C:37]([C:49]([O:51][CH3:52])=[O:50])[N:38](CC5C=CC(OC)=CC=5)[N:39]=[C:31]4[C:30]=3[N:53]=2)[CH2:22]1)=[O:19])([CH3:16])([CH3:15])[CH3:14]. Product: [C:13]([O:17][C:18]([NH:20][C@@H:21]1[CH2:26][CH2:25][CH2:24][N:23]([C:27]2[N:28]([CH2:54][C:55]3[CH:60]=[CH:59][CH:58]=[CH:57][C:56]=3[Cl:61])[C:29]3[C:34](=[O:35])[N:33]([CH3:36])[C:32]4=[C:37]([C:49]([O:51][CH3:52])=[O:50])[NH:38][N:39]=[C:31]4[C:30]=3[N:53]=2)[CH2:22]1)=[O:19])([CH3:16])([CH3:14])[CH3:15]. The catalyst class is: 520. (4) Reactant: Cl.[CH3:2][C:3]1[C:4]2[N:5]([C:9]([N:12]3[CH2:17][CH2:16][NH:15][CH2:14][CH2:13]3)=[N:10][CH:11]=2)[CH:6]=[CH:7][N:8]=1.C(N(CC)CC)C.[C:25](OC(=O)C)(=[O:27])[CH3:26].C(=O)([O-])O.[Na+].[Cl-].[Na+]. Product: [CH3:2][C:3]1[C:4]2[N:5]([C:9]([N:12]3[CH2:17][CH2:16][N:15]([C:25](=[O:27])[CH3:26])[CH2:14][CH2:13]3)=[N:10][CH:11]=2)[CH:6]=[CH:7][N:8]=1. The catalyst class is: 4. (5) Reactant: C[O:2][C:3](=[O:28])[CH2:4][C:5]1[CH:14]=[C:13]([CH3:15])[CH:12]=[C:11]2[C:6]=1[C:7]([CH3:27])=[C:8]([CH2:19][C:20]1[CH:25]=[CH:24][C:23]([Cl:26])=[CH:22][CH:21]=1)[C:9]([O:16][CH2:17][CH3:18])=[N:10]2.CO.[OH-].[Li+]. Product: [Cl:26][C:23]1[CH:22]=[CH:21][C:20]([CH2:19][C:8]2[C:9]([O:16][CH2:17][CH3:18])=[N:10][C:11]3[C:6]([C:7]=2[CH3:27])=[C:5]([CH2:4][C:3]([OH:28])=[O:2])[CH:14]=[C:13]([CH3:15])[CH:12]=3)=[CH:25][CH:24]=1. The catalyst class is: 6.